From a dataset of Reaction yield outcomes from USPTO patents with 853,638 reactions. Predict the reaction yield, written as a fraction of the theoretical maximum amount of product (1.0 means a 100% yield; for example, 0.34 means a 34% yield). (1) The reactants are C=O.[CH3:3][NH:4][CH3:5].[Cl:6][C:7]1[CH:8]=[C:9]2[C:13](=[CH:14][CH:15]=1)[NH:12][CH:11]=[CH:10]2.[C:16]([O-])(O)=O.[Na+].[OH-].[Na+]. The catalyst is CCO.CC(O)=O. The product is [Cl:6][C:7]1[CH:8]=[C:9]2[C:5](=[CH:14][CH:15]=1)[NH:4][CH:3]=[C:10]2[CH2:11][N:12]([CH3:16])[CH3:13]. The yield is 0.850. (2) The reactants are [CH2:1]([O:3][C:4]([C:6]1[CH2:7][C:8]2[C:13]([C:14]=1[C:15]1[CH:20]=[CH:19][CH:18]=[CH:17][CH:16]=1)=[CH:12][C:11]1[O:21][CH2:22][O:23][C:10]=1[CH:9]=2)=[O:5])[CH3:2].[Se](=O)=[O:25]. The catalyst is O1CCOCC1. The product is [CH2:1]([O:3][C:4]([C:6]1[C:7](=[O:25])[C:8]2[C:13]([C:14]=1[C:15]1[CH:16]=[CH:17][CH:18]=[CH:19][CH:20]=1)=[CH:12][C:11]1[O:21][CH2:22][O:23][C:10]=1[CH:9]=2)=[O:5])[CH3:2]. The yield is 0.700. (3) The reactants are O1CCOCC1.[CH3:7][O:8][C:9]1[C:14]([N+:15]([O-:17])=[O:16])=[CH:13][C:12]([CH3:18])=[CH:11][C:10]=1B1OC(C)(C)C(C)(C)O1.Br[C:29]1[O:33][C:32]([C:34]([OH:36])=[O:35])=[CH:31][CH:30]=1.C(=O)([O-])[O-].[Na+].[Na+]. The catalyst is C1C=CC([P]([Pd]([P](C2C=CC=CC=2)(C2C=CC=CC=2)C2C=CC=CC=2)([P](C2C=CC=CC=2)(C2C=CC=CC=2)C2C=CC=CC=2)[P](C2C=CC=CC=2)(C2C=CC=CC=2)C2C=CC=CC=2)(C2C=CC=CC=2)C2C=CC=CC=2)=CC=1.O. The product is [N+:15]([C:14]1[C:9]([O:8][CH3:7])=[C:10]([C:29]2[O:33][C:32]([C:34]([OH:36])=[O:35])=[CH:31][CH:30]=2)[CH:11]=[C:12]([CH3:18])[CH:13]=1)([O-:17])=[O:16]. The yield is 0.290. (4) The reactants are [OH:1][C:2]1[CH:3]=[C:4]2[C:8](=[CH:9][C:10]=1[CH3:11])[C:7](=O)[CH2:6][C:5]2([CH3:14])[CH3:13].S(=O)(=O)(O)O. The catalyst is CO. The product is [CH3:13][C:5]1([CH3:14])[C:4]2[C:8](=[CH:9][C:10]([CH3:11])=[C:2]([OH:1])[CH:3]=2)[CH2:7][CH2:6]1. The yield is 0.640. (5) The reactants are CC(C)([O-])C.[K+].C1(C)C=CC(S([CH2:16][N+:17]#[C-])(=O)=O)=CC=1.[CH2:20]([O:27][C:28]1[C:32]([CH:33]=O)=[CH:31][N:30]([CH3:35])[N:29]=1)[C:21]1[CH:26]=[CH:25][CH:24]=[CH:23][CH:22]=1.[Cl-].[NH4+]. The catalyst is C(COC)OC.CO. The product is [CH2:20]([O:27][C:28]1[C:32]([CH2:33][C:16]#[N:17])=[CH:31][N:30]([CH3:35])[N:29]=1)[C:21]1[CH:26]=[CH:25][CH:24]=[CH:23][CH:22]=1. The yield is 0.820. (6) The reactants are [N:1]1([CH:6]2[CH2:11][CH2:10][N:9]([S:12]([C:15]3[CH:16]=[CH:17][C:18]([C:21]#[N:22])=[N:19][CH:20]=3)(=[O:14])=[O:13])[CH2:8][CH2:7]2)[CH2:5][CH2:4][CH2:3][CH2:2]1.[OH-].[NH4+].[H][H]. The catalyst is CO.[Ni]. The product is [N:1]1([CH:6]2[CH2:7][CH2:8][N:9]([S:12]([C:15]3[CH:16]=[CH:17][C:18]([CH2:21][NH2:22])=[N:19][CH:20]=3)(=[O:14])=[O:13])[CH2:10][CH2:11]2)[CH2:2][CH2:3][CH2:4][CH2:5]1. The yield is 0.540. (7) The reactants are [CH3:1][O:2][C:3](=[O:31])[NH:4][C@H:5]1[CH2:9][CH2:8][C@H:7]([N:10]2[C:21]3[C:13](=[CH:14][N:15]=[C:16]4[C:20]=3[CH:19]=[CH:18][N:17]4S(C3C=CC=CC=3)(=O)=O)[N:12]=[N:11]2)[CH2:6]1.[OH-].[Na+].Cl. The catalyst is CO.C1COCC1. The product is [CH3:1][O:2][C:3](=[O:31])[NH:4][C@H:5]1[CH2:9][CH2:8][C@H:7]([N:10]2[C:21]3[C:13](=[CH:14][N:15]=[C:16]4[C:20]=3[CH:19]=[CH:18][NH:17]4)[N:12]=[N:11]2)[CH2:6]1. The yield is 0.410.